This data is from Forward reaction prediction with 1.9M reactions from USPTO patents (1976-2016). The task is: Predict the product of the given reaction. Given the reactants Cl[C:2]1[C:11]([CH2:12][OH:13])=[CH:10][C:9]2[C:4](=[C:5]([CH3:15])[CH:6]=[CH:7][C:8]=2[Cl:14])[N:3]=1.[C:16]1([CH3:25])[CH:21]=[CH:20][CH:19]=[CH:18][C:17]=1B(O)O.C([O-])([O-])=O.[K+].[K+].[H-].[Na+].[NH2:34][C:35]1[N:40]=[C:39](Cl)[CH:38]=[C:37]([CH3:42])[N:36]=1, predict the reaction product. The product is: [Cl:14][C:8]1[CH:7]=[CH:6][C:5]([CH3:15])=[C:4]2[C:9]=1[CH:10]=[C:11]([CH2:12][O:13][C:39]1[CH:38]=[C:37]([CH3:42])[N:36]=[C:35]([NH2:34])[N:40]=1)[C:2]([C:17]1[CH:18]=[CH:19][CH:20]=[CH:21][C:16]=1[CH3:25])=[N:3]2.